Dataset: HIV replication inhibition screening data with 41,000+ compounds from the AIDS Antiviral Screen. Task: Binary Classification. Given a drug SMILES string, predict its activity (active/inactive) in a high-throughput screening assay against a specified biological target. (1) The compound is Nc1ncc2c(ncn2CC(O)CO)n1. The result is 0 (inactive). (2) The molecule is Nc1ccc(S(=O)(=O)Nc2ccc(S(=O)(=O)O)cc2)cc1. The result is 0 (inactive). (3) The compound is C=C1C(=O)OC2C=C(C)C3OC3C=C(C(=O)OC)C(O)C(OC(=O)C3(C)OC3C)C12. The result is 0 (inactive). (4) The drug is CCCCCCCC[Sn]1(CCCCCCCC)OC(=O)c2cccnc2O1. The result is 0 (inactive). (5) The molecule is COc1cc2c(c(OC)c1OC)C(c1ccc3c(c1)OCO3)C1COC(=O)C1C2. The result is 0 (inactive). (6) The compound is Cl.Nc1cc([As]=O)ccc1O. The result is 1 (active). (7) The molecule is N#CC1=C(C#N)SCCCS1. The result is 0 (inactive).